From a dataset of Catalyst prediction with 721,799 reactions and 888 catalyst types from USPTO. Predict which catalyst facilitates the given reaction. (1) Reactant: C([C:4]1[CH:15]=[CH:14][C:7]([C:8]([O:10][CH:11]([CH3:13])[CH3:12])=[O:9])=[C:6]([N:16]2[CH2:20][CH2:19][C@H:18]([N:21](C(OC(C)(C)C)=O)[CH2:22][CH3:23])[CH2:17]2)[N:5]=1)(C)C.[ClH:31]. Product: [ClH:31].[CH2:22]([NH:21][C@H:18]1[CH2:19][CH2:20][N:16]([C:6]2[C:7]([C:8]([O:10][CH:11]([CH3:12])[CH3:13])=[O:9])=[CH:14][CH:15]=[CH:4][N:5]=2)[CH2:17]1)[CH3:23]. The catalyst class is: 27. (2) Reactant: [CH3:1][O:2][C:3]1[C:8]([N+:9]([O-])=O)=[C:7]([O:12][CH3:13])[N:6]=[C:5]([N:14]2[CH2:19][CH2:18][CH:17]([O:20][CH3:21])[CH2:16][CH2:15]2)[N:4]=1. Product: [CH3:13][O:12][C:7]1[C:8]([NH2:9])=[C:3]([O:2][CH3:1])[N:4]=[C:5]([N:14]2[CH2:19][CH2:18][CH:17]([O:20][CH3:21])[CH2:16][CH2:15]2)[N:6]=1. The catalyst class is: 43. (3) Reactant: [Cl:1][C:2]1[CH:7]=[C:6]([CH2:8]O)[CH:5]=[C:4]([NH:10][CH2:11][C:12]2[CH:17]=[CH:16][C:15]([O:18][CH3:19])=[CH:14][CH:13]=2)[N:3]=1.C(N(CC)CC)C.CS(Cl)(=O)=O.[CH3:32][C:33]1[CH:34]=[C:35]([CH:49]=[C:50]([CH3:52])[CH:51]=1)[C:36]([C:38]1[NH:43][C:42](=[O:44])[NH:41][C:40](=[O:45])[C:39]=1[CH:46]([CH3:48])[CH3:47])=[O:37].C(=O)([O-])[O-].[K+].[K+].[I-].[Li+]. Product: [Cl:1][C:2]1[CH:7]=[C:6]([CH2:8][N:43]2[C:38]([C:36](=[O:37])[C:35]3[CH:34]=[C:33]([CH3:32])[CH:51]=[C:50]([CH3:52])[CH:49]=3)=[C:39]([CH:46]([CH3:47])[CH3:48])[C:40](=[O:45])[NH:41][C:42]2=[O:44])[CH:5]=[C:4]([NH:10][CH2:11][C:12]2[CH:17]=[CH:16][C:15]([O:18][CH3:19])=[CH:14][CH:13]=2)[N:3]=1. The catalyst class is: 794.